This data is from Reaction yield outcomes from USPTO patents with 853,638 reactions. The task is: Predict the reaction yield, written as a fraction of the theoretical maximum amount of product (1.0 means a 100% yield; for example, 0.34 means a 34% yield). (1) The reactants are Cl[CH2:2][CH2:3][CH2:4][O:5][C:6]1[CH:11]=[CH:10][C:9]([C:12]2([C:18]#[N:19])[CH2:17][CH2:16][O:15][CH2:14][CH2:13]2)=[CH:8][CH:7]=1.[CH2:20]([NH:22][CH3:23])[CH3:21]. The catalyst is C(#N)C.[I-].[K+]. The product is [CH2:20]([N:22]([CH3:23])[CH2:2][CH2:3][CH2:4][O:5][C:6]1[CH:11]=[CH:10][C:9]([C:12]2([C:18]#[N:19])[CH2:17][CH2:16][O:15][CH2:14][CH2:13]2)=[CH:8][CH:7]=1)[CH3:21]. The yield is 0.620. (2) The reactants are [Al+3].[Cl-].[Cl-].[Cl-].[CH3:5][O:6][C:7](=[O:11])[C:8](Cl)=[O:9].[C:12]1([O:22][CH2:23][CH2:24][N:25]2[CH2:30][CH2:29][O:28][CH2:27][CH2:26]2)[C:21]2[C:16](=[CH:17][CH:18]=[CH:19][CH:20]=2)[CH:15]=[CH:14][CH:13]=1. The catalyst is C(Cl)Cl. The product is [CH3:5][O:6][C:7](=[O:11])[C:8]([C:15]1[C:16]2[C:21](=[CH:20][CH:19]=[CH:18][CH:17]=2)[C:12]([O:22][CH2:23][CH2:24][N:25]2[CH2:30][CH2:29][O:28][CH2:27][CH2:26]2)=[CH:13][CH:14]=1)=[O:9]. The yield is 0.970. (3) The reactants are [C:1]([O:5][C:6]([N:8]1[C:16]2[C:11](=[N:12][CH:13]=[C:14](Br)[CH:15]=2)[C:10]([CH3:19])([CH3:18])[CH2:9]1)=[O:7])([CH3:4])([CH3:3])[CH3:2].[Br-].[Li+].[Br-].[F:23][C:24]1[CH:31]=[C:30]([F:32])[CH:29]=[CH:28][C:25]=1[CH2:26][Zn+].C(O)(=O)CC(CC(O)=O)(C(O)=O)O. The catalyst is C(N1C=CN(C(C)C)C1=[Pd-3](Cl)(Cl)C1C(Cl)=CC=CN=1)(C)C.O.C1COCC1.CN1CCCC1=O. The product is [C:1]([O:5][C:6]([N:8]1[C:16]2[C:11](=[N:12][CH:13]=[C:14]([CH2:26][C:25]3[CH:28]=[CH:29][C:30]([F:32])=[CH:31][C:24]=3[F:23])[CH:15]=2)[C:10]([CH3:19])([CH3:18])[CH2:9]1)=[O:7])([CH3:4])([CH3:3])[CH3:2]. The yield is 1.00. (4) The reactants are [F:1][C:2]([F:7])([F:6])[C:3]([O-:5])=[O:4].[CH3:8][CH:9]([NH+:18]1[CH2:23][CH2:22][CH2:21][CH2:20][C@@H:19]1[C:24]([NH:26][C@H:27]([C:29]1[CH:38]=[CH:37][C:32]([C:33]([O:35]C)=[O:34])=[CH:31][CH:30]=1)[CH3:28])=[O:25])[CH2:10][O:11][C:12]1[CH:17]=[CH:16][CH:15]=[CH:14][CH:13]=1.CO.[OH-].[Na+]. The catalyst is C1COCC1. The product is [F:1][C:2]([F:7])([F:6])[C:3]([O-:5])=[O:4].[CH3:8][CH:9]([NH+:18]1[CH2:23][CH2:22][CH2:21][CH2:20][C@@H:19]1[C:24]([NH:26][C@H:27]([C:29]1[CH:30]=[CH:31][C:32]([C:33]([OH:35])=[O:34])=[CH:37][CH:38]=1)[CH3:28])=[O:25])[CH2:10][O:11][C:12]1[CH:13]=[CH:14][CH:15]=[CH:16][CH:17]=1. The yield is 0.0500. (5) The reactants are [OH:1][C@@H:2]1CC[C@H](NC2N=C(C(OCC)=O)C([N+]([O-])=O)=C(NC3C=CC=CC=3OC)N=2)CC1.Cl[C:33]1[N:38]=[C:37]([C:39]([O:41]CC)=O)[C:36]([N+:44]([O-])=O)=[C:35]([NH:47][C:48]2[CH:53]=[CH:52][CH:51]=[CH:50][C:49]=2[O:54][CH3:55])[N:34]=1.[NH2:56][C@@H:57]1[CH2:62][CH2:61][C@H:60]([OH:63])[CH2:59][CH2:58]1.C([N:67](C(C)C)CC)(C)C.C[N:74](C)[CH:75]=[O:76]. No catalyst specified. The product is [C:75](=[O:76])([O:63][C@H:60]1[CH2:61][CH2:62][C@@H:57]([NH:56][C:33]2[N:34]=[C:35]3[C:36]([NH:44][C:2](=[O:1])[N:47]3[C:48]3[CH:53]=[CH:52][CH:51]=[CH:50][C:49]=3[O:54][CH3:55])=[C:37]([C:39](=[O:41])[NH2:67])[N:38]=2)[CH2:58][CH2:59]1)[NH2:74]. The yield is 0.930. (6) The reactants are [C:1]([O:5][C:6]([N:8]1[C@@H:12]([CH3:13])[CH2:11][CH2:10][C@H:9]1[C:14](O)=[O:15])=[O:7])([CH3:4])([CH3:3])[CH3:2].B.CSC.CO. The product is [OH:15][CH2:14][C@@H:9]1[CH2:10][CH2:11][C@H:12]([CH3:13])[N:8]1[C:6]([O:5][C:1]([CH3:2])([CH3:4])[CH3:3])=[O:7]. The yield is 0.930. The catalyst is O1CCCC1. (7) The reactants are C(OC([NH:11][CH:12]1[CH2:16][CH2:15][N:14]([CH2:17][CH2:18][CH2:19][C@H:20]([NH:49][C:50](=[O:56])[O:51][C:52]([CH3:55])([CH3:54])[CH3:53])[C:21](=[O:48])[NH:22][C@@H:23]([C:35](=[O:47])[NH:36][C:37]2[CH:38]=[N:39][C:40]3[C:45]([CH:46]=2)=[CH:44][CH:43]=[CH:42][CH:41]=3)[CH2:24][C:25]2[CH:30]=[CH:29][C:28]([C:31]([F:34])([F:33])[F:32])=[CH:27][CH:26]=2)[CH2:13]1)=O)C1C=CC=CC=1. The catalyst is CO.[Pd]. The product is [NH2:11][CH:12]1[CH2:16][CH2:15][N:14]([CH2:17][CH2:18][CH2:19][C@H:20]([NH:49][C:50](=[O:56])[O:51][C:52]([CH3:54])([CH3:53])[CH3:55])[C:21](=[O:48])[NH:22][C@@H:23]([C:35](=[O:47])[NH:36][C:37]2[CH:38]=[N:39][C:40]3[C:45]([CH:46]=2)=[CH:44][CH:43]=[CH:42][CH:41]=3)[CH2:24][C:25]2[CH:30]=[CH:29][C:28]([C:31]([F:32])([F:33])[F:34])=[CH:27][CH:26]=2)[CH2:13]1. The yield is 0.864. (8) The reactants are [CH3:1][O:2][C:3]([C@@H:5]1[CH2:9][C:8](=[O:10])[CH2:7][C@@H:6]1[C:11]([O:13][CH3:14])=[O:12])=[O:4].C([O-])([O-])=O.[Ca+2].CN(C=O)C. The catalyst is C1COCC1. The product is [CH3:14][O:13][C:11]([CH:6]1[CH2:7][C:8](=[O:10])[CH:9]=[C:5]1[C:3]([O:2][CH3:1])=[O:4])=[O:12]. The yield is 0.450. (9) The reactants are NC1(C2C=CC(C3C(=O)C4C(OC=3C3C=CC=CC=3)=C3C(=CC=4)NN=C3)=CC=2)CCC1.C(OC(=O)[NH:38][C:39]1([C:43]2[CH:48]=[CH:47][C:46]([C:49]3[C:54](=[O:55])[C:53]4[CH:56]=[CH:57][C:58]5[N:59]=[C:60]([C:63]([F:66])([F:65])[F:64])[NH:61][C:62]=5[C:52]=4[O:51][C:50]=3[C:67]3[CH:72]=[CH:71][CH:70]=[CH:69][CH:68]=3)=[CH:45][CH:44]=2)[CH2:42][CH2:41][CH2:40]1)(C)(C)C. No catalyst specified. The product is [NH2:38][C:39]1([C:43]2[CH:48]=[CH:47][C:46]([C:49]3[C:54](=[O:55])[C:53]4[CH:56]=[CH:57][C:58]5[N:59]=[C:60]([C:63]([F:66])([F:65])[F:64])[NH:61][C:62]=5[C:52]=4[O:51][C:50]=3[C:67]3[CH:68]=[CH:69][CH:70]=[CH:71][CH:72]=3)=[CH:45][CH:44]=2)[CH2:42][CH2:41][CH2:40]1. The yield is 0.800. (10) The reactants are [F:1][C:2]1[CH:8]=[CH:7][C:6]([F:9])=[CH:5][C:3]=1[NH2:4].Cl.[N:11]([O-])=O.[Na+].C([O-])(=O)C.[K+].[C:20]([CH2:23][C:24](=[O:26])[CH3:25])(=[O:22])[CH3:21]. The catalyst is O.CC(O)=O. The product is [F:1][C:2]1[CH:8]=[CH:7][C:6]([F:9])=[CH:5][C:3]=1[NH:4][N:11]=[C:23]([C:24](=[O:26])[CH3:25])[C:20](=[O:22])[CH3:21]. The yield is 0.670.